This data is from Forward reaction prediction with 1.9M reactions from USPTO patents (1976-2016). The task is: Predict the product of the given reaction. (1) Given the reactants [CH3:1][O:2][C:3](=[O:21])[CH2:4][CH:5]1[C:9](=[O:10])[N:8]([CH2:11][C:12]2[CH:17]=[CH:16][C:15]([O:18][CH3:19])=[CH:14][CH:13]=2)[C:7](=[O:20])[NH:6]1.[H-].[Na+].[CH3:24]I, predict the reaction product. The product is: [CH3:1][O:2][C:3](=[O:21])[CH2:4][CH:5]1[C:9](=[O:10])[N:8]([CH2:11][C:12]2[CH:17]=[CH:16][C:15]([O:18][CH3:19])=[CH:14][CH:13]=2)[C:7](=[O:20])[N:6]1[CH3:24]. (2) Given the reactants [Cl:1][C:2]1[S:6][C:5]([S:7]([NH2:10])(=[O:9])=[O:8])=[CH:4][CH:3]=1.[C:11](N1C=CN=C1)(N1C=CN=C1)=[O:12].CCN(C(C)C)C(C)C.[Cl:32][C:33]1[C:34]([N:47]2[CH2:52][CH2:51][NH:50][CH2:49][CH2:48]2)=[N:35][CH:36]=[C:37]([CH:46]=1)[C:38]([O:40][CH2:41][CH2:42][CH:43]([CH3:45])[CH3:44])=[O:39], predict the reaction product. The product is: [Cl:32][C:33]1[C:34]([N:47]2[CH2:48][CH2:49][N:50]([C:11]([NH:10][S:7]([C:5]3[S:6][C:2]([Cl:1])=[CH:3][CH:4]=3)(=[O:9])=[O:8])=[O:12])[CH2:51][CH2:52]2)=[N:35][CH:36]=[C:37]([CH:46]=1)[C:38]([O:40][CH2:41][CH2:42][CH:43]([CH3:45])[CH3:44])=[O:39].